This data is from Reaction yield outcomes from USPTO patents with 853,638 reactions. The task is: Predict the reaction yield, written as a fraction of the theoretical maximum amount of product (1.0 means a 100% yield; for example, 0.34 means a 34% yield). (1) The reactants are [O:1]=[C:2]1[CH2:6][CH2:5][CH2:4][N:3]1[C:7]([O:9][C:10]([CH3:13])([CH3:12])[CH3:11])=[O:8].C([N-]C(C)C)(C)C.[Li+].[Br:22][C:23]([CH2:25]Br)=[CH2:24]. The catalyst is C1COCC1. The product is [Br:22][C:23](=[CH2:24])[CH2:25][CH:6]1[CH2:5][CH2:4][N:3]([C:7]([O:9][C:10]([CH3:13])([CH3:12])[CH3:11])=[O:8])[C:2]1=[O:1]. The yield is 0.0830. (2) The reactants are Br[C:2]1[CH:7]=[N:6][CH2:5][C:4](N)([O:8][CH3:9])[N:3]=1.[CH3:11][PH:12](=[O:14])[CH3:13].P([O-])([O-])([O-])=O.[K+].[K+].[K+].C[N:24](C=O)C. The catalyst is C([O-])(=O)C.[Pd+2].C([O-])(=O)C.CC1(C)C2C(=C(P(C3C=CC=CC=3)C3C=CC=CC=3)C=CC=2)OC2C(P(C3C=CC=CC=3)C3C=CC=CC=3)=CC=CC1=2. The product is [CH3:11][P:12]([C:2]1[N:3]=[C:4]([O:8][CH3:9])[C:5]([NH2:24])=[N:6][CH:7]=1)([CH3:13])=[O:14]. The yield is 0.630. (3) The reactants are [Br:1][C:2]1[CH:7]=[CH:6][C:5]([F:8])=[C:4]([N+:9]([O-])=O)[CH:3]=1.Cl[Sn]Cl. The catalyst is C(O)C. The product is [Br:1][C:2]1[CH:7]=[CH:6][C:5]([F:8])=[C:4]([NH2:9])[CH:3]=1. The yield is 0.660. (4) The reactants are [C:1]([O:9][C:10]1[C:15]([O:16][CH3:17])=[CH:14][C:13]([C:18]2[O:19][CH:20]=[CH:21][CH:22]=2)=[CH:12][C:11]=1[O:23][CH3:24])(=[O:8])[C:2]1[CH:7]=[CH:6][CH:5]=[CH:4][CH:3]=1.CON(C)[C:28](=[O:44])[CH:29]([O:42][CH3:43])[C:30]1[CH:35]=[CH:34][C:33]([N:36]2[CH2:41][CH2:40][O:39][CH2:38][CH2:37]2)=[CH:32][CH:31]=1. No catalyst specified. The product is [C:1]([O:9][C:10]1[C:15]([O:16][CH3:17])=[CH:14][C:13]([C:18]2[O:19][C:20]([C:28](=[O:44])[CH:29]([O:42][CH3:43])[C:30]3[CH:31]=[CH:32][C:33]([N:36]4[CH2:37][CH2:38][O:39][CH2:40][CH2:41]4)=[CH:34][CH:35]=3)=[CH:21][CH:22]=2)=[CH:12][C:11]=1[O:23][CH3:24])(=[O:8])[C:2]1[CH:3]=[CH:4][CH:5]=[CH:6][CH:7]=1. The yield is 0.500. (5) The reactants are [NH:1]1[C:9]2[C:4](=[CH:5][CH:6]=[CH:7][C:8]=2[C:10]([O:12][CH3:13])=[O:11])[CH:3]=[CH:2]1.CC(C)([O-])C.[K+].Br[CH2:21][CH2:22][CH:23]([O:26][CH3:27])[O:24][CH3:25]. The catalyst is CS(C)=O.[I-].[K+]. The product is [CH3:25][O:24][CH:23]([O:26][CH3:27])[CH2:22][CH2:21][N:1]1[C:9]2[C:4](=[CH:5][CH:6]=[CH:7][C:8]=2[C:10]([O:12][CH3:13])=[O:11])[CH:3]=[CH:2]1. The yield is 0.920. (6) The reactants are [O:1]=[C:2]([N:19]1[C:27]2[C:22](=[C:23]([C:34]3[O:35][C:36](=[O:39])[NH:37][N:38]=3)[CH:24]=[C:25]([C:28]3[CH:33]=[CH:32][N:31]=[CH:30][CH:29]=3)[CH:26]=2)[CH2:21][CH2:20]1)[C@@H:3]([NH:11]C(=O)OC(C)(C)C)[CH2:4][C:5]1[CH:10]=[CH:9][CH:8]=[CH:7][CH:6]=1.[C:40]([OH:46])([C:42]([F:45])([F:44])[F:43])=[O:41]. The catalyst is C(Cl)Cl. The product is [OH:46][C:40]([C:42]([F:45])([F:44])[F:43])=[O:41].[NH2:11][C@@H:3]([CH2:4][C:5]1[CH:6]=[CH:7][CH:8]=[CH:9][CH:10]=1)[C:2]([N:19]1[C:27]2[C:22](=[C:23]([C:34]3[O:35][C:36](=[O:39])[NH:37][N:38]=3)[CH:24]=[C:25]([C:28]3[CH:33]=[CH:32][N:31]=[CH:30][CH:29]=3)[CH:26]=2)[CH2:21][CH2:20]1)=[O:1]. The yield is 1.00. (7) The reactants are [NH2:1][C:2]1[S:3][C:4]2[C:10]([N:11]3[CH2:16][CH2:15][O:14][CH2:13][CH2:12]3)=[CH:9][CH:8]=[C:7]([O:17][CH3:18])[C:5]=2[N:6]=1.C(N(C(C)C)C(C)C)C.[O:28]1[CH2:33][CH2:32][CH:31]([C:34](Cl)=[O:35])[CH2:30][CH2:29]1.CO. The catalyst is O1CCCC1. The product is [CH3:18][O:17][C:7]1[C:5]2[N:6]=[C:2]([NH:1][C:34]([CH:31]3[CH2:32][CH2:33][O:28][CH2:29][CH2:30]3)=[O:35])[S:3][C:4]=2[C:10]([N:11]2[CH2:16][CH2:15][O:14][CH2:13][CH2:12]2)=[CH:9][CH:8]=1. The yield is 0.760. (8) The reactants are Cl[C:2]1[C:11]2[C:6](=[CH:7][C:8]([CH3:14])=[C:9]([O:12][CH3:13])[CH:10]=2)[N:5]=[CH:4][CH:3]=1. The catalyst is [C].[Pd]. The product is [CH3:13][O:12][C:9]1[CH:10]=[C:11]2[C:6](=[CH:7][C:8]=1[CH3:14])[N:5]=[CH:4][CH:3]=[CH:2]2. The yield is 0.330.